From a dataset of Forward reaction prediction with 1.9M reactions from USPTO patents (1976-2016). Predict the product of the given reaction. (1) The product is: [C:31]([O:30][C:28]([N:24]1[CH2:25][CH2:26][CH2:27][C@@H:22]([O:21][C:15]2[CH:16]=[C:17]([F:20])[CH:18]=[CH:19][C:14]=2[NH:13][C:12]2[C:7]3[C:6]([CH3:36])=[C:5]([C:3]([OH:4])=[O:2])[S:35][C:8]=3[N:9]=[CH:10][N:11]=2)[CH2:23]1)=[O:29])([CH3:34])([CH3:32])[CH3:33]. Given the reactants C[O:2][C:3]([C:5]1[S:35][C:8]2[N:9]=[CH:10][N:11]=[C:12]([NH:13][C:14]3[CH:19]=[CH:18][C:17]([F:20])=[CH:16][C:15]=3[O:21][C@@H:22]3[CH2:27][CH2:26][CH2:25][N:24]([C:28]([O:30][C:31]([CH3:34])([CH3:33])[CH3:32])=[O:29])[CH2:23]3)[C:7]=2[C:6]=1[CH3:36])=[O:4].[OH-].[Na+], predict the reaction product. (2) Given the reactants [CH2:1]([O:8][C:9]([N:11]1[CH:15]([C:16]([OH:18])=O)[CH2:14][S:13][C@@H:12]1[C:19]1[CH:24]=[CH:23][CH:22]=[CH:21][C:20]=1[F:25])=[O:10])[C:2]1[CH:7]=[CH:6][CH:5]=[CH:4][CH:3]=1.CCN(C(C)C)C(C)C.CN(C(ON1N=NC2C=CC=NC1=2)=[N+](C)C)C.F[P-](F)(F)(F)(F)F.[NH2:59][C:60]1[S:61][CH:62]=[C:63]([C:65]2[CH:76]=[CH:75][C:68]([C:69]([NH:71][CH:72]3[CH2:74][CH2:73]3)=[O:70])=[CH:67][CH:66]=2)[N:64]=1, predict the reaction product. The product is: [CH2:1]([O:8][C:9]([N:11]1[CH:15]([C:16](=[O:18])[NH:59][C:60]2[S:61][CH:62]=[C:63]([C:65]3[CH:66]=[CH:67][C:68]([C:69](=[O:70])[NH:71][CH:72]4[CH2:74][CH2:73]4)=[CH:75][CH:76]=3)[N:64]=2)[CH2:14][S:13][C@@H:12]1[C:19]1[CH:24]=[CH:23][CH:22]=[CH:21][C:20]=1[F:25])=[O:10])[C:2]1[CH:7]=[CH:6][CH:5]=[CH:4][CH:3]=1.